This data is from Reaction yield outcomes from USPTO patents with 853,638 reactions. The task is: Predict the reaction yield, written as a fraction of the theoretical maximum amount of product (1.0 means a 100% yield; for example, 0.34 means a 34% yield). (1) The reactants are [NH2:1][C:2]1[CH:7]=[CH:6][C:5]([OH:8])=[C:4]([C:9]2[N:13]([CH3:14])[N:12]=[CH:11][CH:10]=2)[CH:3]=1.[C:15]([O:19][C:20]([NH:22][C@@H:23]([CH3:30])[CH2:24]OS(C)(=O)=O)=[O:21])([CH3:18])([CH3:17])[CH3:16].C(=O)([O-])[O-].[Cs+].[Cs+]. The catalyst is CC(C)=O. The product is [NH2:1][C:2]1[CH:7]=[CH:6][C:5]([O:8][CH2:30][C@@H:23]([NH:22][C:20](=[O:21])[O:19][C:15]([CH3:16])([CH3:18])[CH3:17])[CH3:24])=[C:4]([C:9]2[N:13]([CH3:14])[N:12]=[CH:11][CH:10]=2)[CH:3]=1. The yield is 0.346. (2) The reactants are [CH3:1][O:2][C:3]([C@H:5]1[C@H:10]([CH3:11])[O:9][C@@H:8]([CH3:12])[CH2:7][N:6]1[S:13][C:14]1[CH:19]=[CH:18][C:17]([O:20]CC2C=CC(F)=CC=2)=[CH:16][CH:15]=1)=[O:4]. The catalyst is CO.[Pd]. The product is [CH3:1][O:2][C:3]([C@H:5]1[C@H:10]([CH3:11])[O:9][C@@H:8]([CH3:12])[CH2:7][N:6]1[S:13][C:14]1[CH:15]=[CH:16][C:17]([OH:20])=[CH:18][CH:19]=1)=[O:4]. The yield is 0.990. (3) The reactants are [I:1][C:2]1[C:3]([O:11][CH2:12][C:13]([F:16])([F:15])[F:14])=[N:4][CH:5]=[C:6]([CH:10]=1)[C:7]([OH:9])=O.Cl.[F:18][C:19]([F:28])([F:27])[C:20]1[N:24]=[C:23]([CH2:25][NH2:26])[O:22][N:21]=1.CN(C(ON1N=NC2C=CC=CC1=2)=[N+](C)C)C.[B-](F)(F)(F)F.C(N(CC)C(C)C)(C)C.[OH-].[Na+]. The catalyst is CN(C=O)C. The product is [I:1][C:2]1[C:3]([O:11][CH2:12][C:13]([F:16])([F:15])[F:14])=[N:4][CH:5]=[C:6]([CH:10]=1)[C:7]([NH:26][CH2:25][C:23]1[O:22][N:21]=[C:20]([C:19]([F:28])([F:27])[F:18])[N:24]=1)=[O:9]. The yield is 0.840.